This data is from Full USPTO retrosynthesis dataset with 1.9M reactions from patents (1976-2016). The task is: Predict the reactants needed to synthesize the given product. (1) The reactants are: [CH2:1]1[CH2:10][O:9][C:8]2[CH:7]=[CH:6][C:5]([NH:11][C:12]3[C:17]([F:18])=[CH:16][N:15]=[C:14]([NH:19]C4C=CC=C(O)C=4)[N:13]=3)=[CH:4][C:3]=2[O:2]1.ClC1N=C(NC2C=CC3OCCOC=3C=2)C(F)=CN=1.[CH2:46]([C:48]1[CH:54]=[CH:53][C:51](N)=[CH:50][CH:49]=1)[CH3:47]. Given the product [CH2:1]1[CH2:10][O:9][C:8]2[CH:7]=[CH:6][C:5]([NH:11][C:12]3[C:17]([F:18])=[CH:16][NH:15][C:14]([C:51]4[CH:53]=[CH:54][C:48]([CH2:46][CH3:47])=[CH:49][CH:50]=4)([NH2:19])[N:13]=3)=[CH:4][C:3]=2[O:2]1, predict the reactants needed to synthesize it. (2) Given the product [Si:53]([O:60][CH2:61][CH2:62][CH:63]1[C:71]2[C:66](=[CH:67][CH:68]=[CH:69][CH:70]=2)[C:65](=[O:64])[N:22]1[C:21]1[C:15]2[C:16](=[N:17][CH:18]=[C:13]([C:10]3[CH:9]=[CH:8][C:7]([S:4]([CH:1]([CH3:3])[CH3:2])(=[O:6])=[O:5])=[CH:12][CH:11]=3)[N:14]=2)[N:19]([C:23]([C:36]2[CH:41]=[CH:40][CH:39]=[CH:38][CH:37]=2)([C:30]2[CH:31]=[CH:32][CH:33]=[CH:34][CH:35]=2)[C:24]2[CH:29]=[CH:28][CH:27]=[CH:26][CH:25]=2)[CH:20]=1)([C:56]([CH3:59])([CH3:58])[CH3:57])([CH3:55])[CH3:54], predict the reactants needed to synthesize it. The reactants are: [CH:1]([S:4]([C:7]1[CH:12]=[CH:11][C:10]([C:13]2[N:14]=[C:15]3[C:21]([NH2:22])=[CH:20][N:19]([C:23]([C:36]4[CH:41]=[CH:40][CH:39]=[CH:38][CH:37]=4)([C:30]4[CH:35]=[CH:34][CH:33]=[CH:32][CH:31]=4)[C:24]4[CH:29]=[CH:28][CH:27]=[CH:26][CH:25]=4)[C:16]3=[N:17][CH:18]=2)=[CH:9][CH:8]=1)(=[O:6])=[O:5])([CH3:3])[CH3:2].C[Al](C)C.CCCCCCC.[Si:53]([O:60][CH2:61][CH2:62][CH:63]1[C:71]2[C:66](=[CH:67][CH:68]=[CH:69][CH:70]=2)[C:65](=O)[O:64]1)([C:56]([CH3:59])([CH3:58])[CH3:57])([CH3:55])[CH3:54].C1C=CC(P(C2C=CC=CC=2)C2C=CC=CC=2)=CC=1.CCOC(/N=N/C(OCC)=O)=O. (3) Given the product [CH3:1][N:2]1[C:10]2[C:5](=[CH:6][C:7]([CH:11]([C:13]3[CH:14]=[C:15]4[C:19](=[CH:20][CH:21]=3)[N:18]([CH3:22])[N:17]=[CH:16]4)[N:33]3[CH2:32][CH2:31][N:30]([C:36]([O:38][C:39]([CH3:42])([CH3:41])[CH3:40])=[O:37])[CH2:35][CH2:34]3)=[CH:8][CH:9]=2)[CH:4]=[N:3]1, predict the reactants needed to synthesize it. The reactants are: [CH3:1][N:2]1[C:10]2[C:5](=[CH:6][C:7]([CH:11]([C:13]3[CH:14]=[C:15]4[C:19](=[CH:20][CH:21]=3)[N:18]([CH3:22])[N:17]=[CH:16]4)O)=[CH:8][CH:9]=2)[CH:4]=[N:3]1.C(Cl)Cl.S(Cl)(Cl)=O.[N:30]1([C:36]([O:38][C:39]([CH3:42])([CH3:41])[CH3:40])=[O:37])[CH2:35][CH2:34][NH:33][CH2:32][CH2:31]1. (4) Given the product [NH2:1][C:2]1[C:11]2[N:12]=[C:13]([CH2:15][CH3:16])[S:14][C:10]=2[C:9]2[CH:8]=[CH:7][C:6]([O:17][CH2:30][C:31]3[CH:36]=[CH:35][C:34]([S:37]([NH:40][CH2:41][CH2:42][C:24]4[NH:25][C:27]5[C:8]([CH:7]=4)=[CH:9][CH:4]=[CH:5][CH:6]=5)(=[O:39])=[O:38])=[CH:33][CH:32]=3)=[CH:5][C:4]=2[N:3]=1, predict the reactants needed to synthesize it. The reactants are: [NH2:1][C:2]1[C:11]2[N:12]=[C:13]([CH2:15][CH3:16])[S:14][C:10]=2[C:9]2[CH:8]=[CH:7][C:6]([OH:17])=[CH:5][C:4]=2[N:3]=1.C(=O)([O-])[O-].[Cs+].[Cs+].[CH3:24][N:25]([CH:27]=O)C.Br[CH2:30][C:31]1[CH:36]=[CH:35][C:34]([S:37]([NH:40][CH2:41][CH2:42]C2C3C(=CC=CC=3)NC=2)(=[O:39])=[O:38])=[CH:33][CH:32]=1. (5) Given the product [CH2:1]=[CH:2][CH2:3][NH3+:4].[CH2:5]1[O:7][CH:6]1[CH2:8][Cl:9].[C:11]([O-:14])([OH:13])=[O:12], predict the reactants needed to synthesize it. The reactants are: [CH2:1]=[CH:2][CH2:3][NH2:4].[CH2:5]1[O:7][CH:6]1[CH2:8][Cl:9].Cl.[C:11](=[O:14])([O-:13])[O-:12].[Na+].[Na+]. (6) Given the product [CH:4]1([C:7]2[O:28][N:25]=[CH:24][C:8]=2[C:9](=[O:10])[C:11]2[CH:16]=[CH:15][C:14]([S:17]([CH3:20])(=[O:19])=[O:18])=[C:13]([NH:21][CH3:22])[C:12]=2[CH3:23])[CH2:6][CH2:5]1, predict the reactants needed to synthesize it. The reactants are: [Cl-].O[NH3+].[CH:4]1([C:7](=[O:28])[C:8](=[CH:24][N:25](C)C)[C:9]([C:11]2[CH:16]=[CH:15][C:14]([S:17]([CH3:20])(=[O:19])=[O:18])=[C:13]([NH:21][CH3:22])[C:12]=2[CH3:23])=[O:10])[CH2:6][CH2:5]1. (7) Given the product [NH2:22][C@H:23]1[CH2:28][CH2:27][CH2:26][CH2:25][C@H:24]1[NH:29][C:2]1[N:7]=[N:6][C:5]([C:8]([NH2:10])=[O:9])=[C:4]([NH:11][C:12]2[CH:17]=[CH:16][C:15]([O:18][CH3:19])=[C:14]([O:20][CH3:21])[N:13]=2)[CH:3]=1, predict the reactants needed to synthesize it. The reactants are: Cl[C:2]1[N:7]=[N:6][C:5]([C:8]([NH2:10])=[O:9])=[C:4]([NH:11][C:12]2[CH:17]=[CH:16][C:15]([O:18][CH3:19])=[C:14]([O:20][CH3:21])[N:13]=2)[CH:3]=1.[NH2:22][C@@H:23]1[CH2:28][CH2:27][CH2:26][CH2:25][C@@H:24]1[NH:29]C(=O)OC(C)(C)C.CO[Si](C)(C)C. (8) Given the product [CH3:7][C:6]1[S:5][C:4]2[C:8]([OH:9])=[N:12][C:13]([OH:14])=[N:11][C:3]=2[CH:2]=1, predict the reactants needed to synthesize it. The reactants are: C[C:2]1[C:3]([NH2:11])=[C:4]([C:8](O)=[O:9])[S:5][C:6]=1[CH3:7].[NH2:12][C:13](N)=[O:14].[OH-].[Na+]. (9) Given the product [Cl:1][C:2]1[CH:3]=[C:4]([NH:9][C:10]2[N:15]=[C:14]([N:16]3[CH:20]=[CH:19][C:18]([C:21]([F:22])([F:24])[F:23])=[N:17]3)[C:13]([C:25]3[CH:26]=[C:27]([C:33]([OH:35])=[O:34])[C:28]([O:31][CH3:32])=[N:29][CH:30]=3)=[CH:12][N:11]=2)[CH:5]=[C:6]([CH3:8])[CH:7]=1, predict the reactants needed to synthesize it. The reactants are: [Cl:1][C:2]1[CH:3]=[C:4]([NH:9][C:10]2[N:15]=[C:14]([N:16]3[CH:20]=[CH:19][C:18]([C:21]([F:24])([F:23])[F:22])=[N:17]3)[C:13]([C:25]3[CH:26]=[C:27]([C:33]([O:35]C)=[O:34])[C:28]([O:31][CH3:32])=[N:29][CH:30]=3)=[CH:12][N:11]=2)[CH:5]=[C:6]([CH3:8])[CH:7]=1.[OH-].[Na+].Cl.